Task: Predict the reactants needed to synthesize the given product.. Dataset: Full USPTO retrosynthesis dataset with 1.9M reactions from patents (1976-2016) (1) Given the product [CH:6]([O:5][CH:4]([CH3:3])[CH3:15])([CH3:7])[CH3:13].[C:10]([C:9]1[CH:12]=[CH:13][C:6]([O:5][CH2:4][CH:3]([OH:14])[CH2:2][NH:1][C:23](=[O:24])[O:25][C:26]([CH3:27])([CH3:28])[CH3:29])=[CH:7][CH:8]=1)#[N:11], predict the reactants needed to synthesize it. The reactants are: [NH2:1][CH2:2][CH:3]([OH:14])[CH2:4][O:5][C:6]1[CH:13]=[CH:12][C:9]([C:10]#[N:11])=[CH:8][CH:7]=1.[C:15](O[C:23]([O:25][C:26]([CH3:29])([CH3:28])[CH3:27])=[O:24])(OC(C)(C)C)=O.[Na+].[Cl-]. (2) Given the product [C:22]([O:21][C:19]([N:16]1[CH2:17][CH2:18][C:13]2([CH2:12][C:11](=[O:30])[C:10]3[C:27](=[CH:28][CH:29]=[C:8](/[CH:7]=[CH:6]/[C:5]([OH:31])=[O:4])[CH:9]=3)[O:26]2)[CH2:14][CH2:15]1)=[O:20])([CH3:25])([CH3:23])[CH3:24], predict the reactants needed to synthesize it. The reactants are: [OH-].[Na+].C[O:4][C:5](=[O:31])/[CH:6]=[CH:7]/[C:8]1[CH:9]=[C:10]2[C:27](=[CH:28][CH:29]=1)[O:26][C:13]1([CH2:18][CH2:17][N:16]([C:19]([O:21][C:22]([CH3:25])([CH3:24])[CH3:23])=[O:20])[CH2:15][CH2:14]1)[CH2:12][C:11]2=[O:30]. (3) Given the product [C:19]1([C:29]2[CH:34]=[CH:33][CH:32]=[CH:31][CH:30]=2)[CH:24]=[CH:23][C:22]([S:25]([N:8]2[CH2:12][C:11](=[N:13][O:14][CH3:15])[CH2:10][C@H:9]2[C:16]([NH:35][CH2:36][CH:37]([OH:38])[C:39]2[CH:40]=[CH:41][C:42]([N+:45]([O-:47])=[O:46])=[CH:43][CH:44]=2)=[O:18])(=[O:27])=[O:26])=[CH:21][CH:20]=1, predict the reactants needed to synthesize it. The reactants are: C(OC([N:8]1[CH2:12][C:11](=[N:13][O:14][CH3:15])[CH2:10][C@H:9]1[C:16]([OH:18])=O)=O)(C)(C)C.[C:19]1([C:29]2[CH:34]=[CH:33][CH:32]=[CH:31][CH:30]=2)[CH:24]=[CH:23][C:22]([S:25](Cl)(=[O:27])=[O:26])=[CH:21][CH:20]=1.[NH2:35][CH2:36][CH:37]([C:39]1[CH:44]=[CH:43][C:42]([N+:45]([O-:47])=[O:46])=[CH:41][CH:40]=1)[OH:38].